Dataset: Full USPTO retrosynthesis dataset with 1.9M reactions from patents (1976-2016). Task: Predict the reactants needed to synthesize the given product. (1) Given the product [CH2:6]([N:7]([CH2:22][C:24]1[N:29]=[C:28]2[CH2:30][O:31][C:32](=[C:5]3[C:4]4[C:8](=[CH:9][CH:10]=[C:2]([F:1])[CH:3]=4)[NH:7][C:6]3=[O:11])[C:27]2=[CH:26][CH:25]=1)[CH2:8][CH3:4])[CH3:5], predict the reactants needed to synthesize it. The reactants are: [F:1][C:2]1[CH:3]=[C:4]2[C:8](=[CH:9][CH:10]=1)[NH:7][C:6](=[O:11])[CH2:5]2.C[Si]([N-][Si](C)(C)C)(C)C.[Li+].[CH:22]([C:24]1[N:29]=[C:28]2[CH2:30][O:31][C:32](=O)[C:27]2=[CH:26][CH:25]=1)=C.Cl. (2) Given the product [F:1][C:2]1[CH:7]=[CH:6][C:5]([O:8][CH2:41][CH:37]2[CH2:38][CH2:39][CH2:40][N:35]([C:28]([O:30][C:31]([CH3:32])([CH3:34])[CH3:33])=[O:29])[CH2:36]2)=[CH:4][CH:3]=1, predict the reactants needed to synthesize it. The reactants are: [F:1][C:2]1[CH:7]=[CH:6][C:5]([OH:8])=[CH:4][CH:3]=1.C1(P(C2C=CC=CC=2)C2C=CC=CC=2)C=CC=CC=1.[C:28]([N:35]1[CH2:40][CH2:39][CH2:38][CH:37]([CH2:41]O)[CH2:36]1)([O:30][C:31]([CH3:34])([CH3:33])[CH3:32])=[O:29].CCOC(/N=N/C(OCC)=O)=O. (3) Given the product [F:27][C:22]1[CH:23]=[CH:24][CH:25]=[CH:26][C:21]=1[CH:15]1[CH2:14][CH:13]2[CH:17]([CH2:18][CH2:19][NH:11][CH2:12]2)[C:16]1=[O:20], predict the reactants needed to synthesize it. The reactants are: C(OC([N:11]1[CH2:19][CH2:18][CH:17]2[CH:13]([CH2:14][CH:15]([C:21]3[CH:26]=[CH:25][CH:24]=[CH:23][C:22]=3[F:27])[C:16]2=[O:20])[CH2:12]1)=O)C1C=CC=CC=1. (4) Given the product [Cl:11][C:12]1[CH:13]=[C:14]([C:18]2[N:19]=[C:20]([NH:1][C:2]3[CH:7]=[CH:6][C:5]([CH2:8][C:9]#[N:10])=[CH:4][CH:3]=3)[C:21]3[S:27][CH2:26][CH2:25][CH2:24][C:22]=3[N:23]=2)[CH:15]=[CH:16][CH:17]=1, predict the reactants needed to synthesize it. The reactants are: [NH2:1][C:2]1[CH:7]=[CH:6][C:5]([CH2:8][C:9]#[N:10])=[CH:4][CH:3]=1.[Cl:11][C:12]1[CH:13]=[C:14]([C:18]2[N:19]=[C:20](OS(C(F)(F)F)(=O)=O)[C:21]3[S:27][CH2:26][CH2:25][CH2:24][C:22]=3[N:23]=2)[CH:15]=[CH:16][CH:17]=1.CN(C=O)C. (5) Given the product [Cl:18][C:14]1[C:15]([O:24][CH3:23])=[N:16][C:11]([CH:8]2[CH2:10][CH2:9]2)=[N:12][C:13]=1[C:19]([O:21][CH3:22])=[O:20], predict the reactants needed to synthesize it. The reactants are: C(N(CC)CC)C.[CH:8]1([C:11]2[N:16]=[C:15](Cl)[C:14]([Cl:18])=[C:13]([C:19]([O:21][CH3:22])=[O:20])[N:12]=2)[CH2:10][CH2:9]1.[CH3:23][OH:24]. (6) Given the product [NH2:16][C:11]1[C:10]2=[C:9]([C:17]3[CH:18]=[CH:19][C:20]4[C:24]([CH:25]=3)=[N:23][N:22]([CH2:26][C:27]3[CH:28]=[N:29][CH:30]=[CH:31][CH:32]=3)[CH:21]=4)[CH:8]=[C:7]([CH:4]3[CH2:3][CH2:2][N:1]([C:36]([N:38]([CH3:40])[CH3:39])=[O:37])[CH2:6][CH2:5]3)[N:15]2[N:14]=[CH:13][N:12]=1, predict the reactants needed to synthesize it. The reactants are: [NH:1]1[CH2:6][CH2:5][CH:4]([C:7]2[N:15]3[C:10]([C:11]([NH2:16])=[N:12][CH:13]=[N:14]3)=[C:9]([C:17]3[CH:18]=[CH:19][C:20]4[C:24]([CH:25]=3)=[N:23][N:22]([CH2:26][C:27]3[CH:28]=[N:29][CH:30]=[CH:31][CH:32]=3)[CH:21]=4)[CH:8]=2)[CH2:3][CH2:2]1.[Cl-].ClC[C:36]([N:38]([CH3:40])[CH3:39])=[O:37]. (7) Given the product [F:18][C:17]([F:19])([F:20])[C:15]1[CH:14]=[C:5]([CH:4]=[C:3]([C:2]([F:1])([F:21])[F:22])[CH:16]=1)[CH2:6][N:7]([CH2:26][C:27]1[CH:32]=[C:31]([C:33]([F:34])([F:35])[F:36])[CH:30]=[CH:29][C:28]=1[C@H:37]([CH:40]1[CH2:44][CH2:43][CH2:42][CH2:41]1)[O:38][CH3:39])[C:8]1[N:9]=[N:10][N:11]([CH3:13])[N:12]=1, predict the reactants needed to synthesize it. The reactants are: [F:1][C:2]([F:22])([F:21])[C:3]1[CH:4]=[C:5]([CH:14]=[C:15]([C:17]([F:20])([F:19])[F:18])[CH:16]=1)[CH2:6][NH:7][C:8]1[N:9]=[N:10][N:11]([CH3:13])[N:12]=1.[H-].[Na+].Br[CH2:26][C:27]1[CH:32]=[C:31]([C:33]([F:36])([F:35])[F:34])[CH:30]=[CH:29][C:28]=1[C@H:37]([CH:40]1[CH2:44][CH2:43][CH2:42][CH2:41]1)[O:38][CH3:39]. (8) Given the product [CH:2]1([C:5]2[C:6]([C:16]3[NH:25][C:19]4[CH2:20][N:21]([CH3:24])[CH2:22][CH2:23][C:18]=4[N:17]=3)=[CH:7][C:8]([C:12]([O:14][CH3:15])=[O:13])=[C:9]([CH3:11])[CH:10]=2)[CH2:3][CH2:4]1, predict the reactants needed to synthesize it. The reactants are: [I-].[CH:2]1([C:5]2[CH:10]=[C:9]([CH3:11])[C:8]([C:12]([O:14][CH3:15])=[O:13])=[CH:7][C:6]=2[C:16]2[NH:25][C:19]3[CH:20]=[N+:21]([CH3:24])[CH:22]=[CH:23][C:18]=3[N:17]=2)[CH2:4][CH2:3]1.[BH4-].[Na+]. (9) Given the product [CH3:1][N:2]1[C:8]2[CH:9]=[C:10]([NH2:13])[CH:11]=[CH:12][C:7]=2[O:6][CH2:5][CH2:4][CH2:3]1, predict the reactants needed to synthesize it. The reactants are: [CH3:1][N:2]1[C:8]2[CH:9]=[C:10]([N+:13]([O-])=O)[CH:11]=[CH:12][C:7]=2[O:6][CH2:5][CH2:4][CH2:3]1.